From a dataset of Forward reaction prediction with 1.9M reactions from USPTO patents (1976-2016). Predict the product of the given reaction. (1) Given the reactants C([O:8][CH2:9][CH:10]1[CH2:12][CH:11]1[S:13]([NH:16][C:17]1[C:25]2[O:24][CH:23]=[N:22][C:21]=2[C:20]([F:26])=[C:19]([F:27])[C:18]=1[NH:28][C:29]1[CH:34]=[CH:33][C:32]([I:35])=[CH:31][C:30]=1[F:36])(=[O:15])=[O:14])C1C=CC=CC=1.B(Cl)(Cl)Cl, predict the reaction product. The product is: [F:26][C:20]1[C:21]2[N:22]=[CH:23][O:24][C:25]=2[C:17]([NH:16][S:13]([CH:11]2[CH2:12][CH:10]2[CH2:9][OH:8])(=[O:15])=[O:14])=[C:18]([NH:28][C:29]2[CH:34]=[CH:33][C:32]([I:35])=[CH:31][C:30]=2[F:36])[C:19]=1[F:27]. (2) Given the reactants C([S:4][CH2:5][CH2:6][CH2:7][CH2:8][CH2:9][CH2:10][CH2:11][CH2:12][CH:13]([CH:19]([CH2:25][CH2:26][CH2:27][CH2:28][CH2:29][CH2:30][CH2:31][CH2:32][S:33]C(=O)C)[CH2:20][C:21](OC)=[O:22])[CH2:14][C:15](OC)=[O:16])(=O)C.C1COCC1.CC(C[AlH]CC(C)C)C, predict the reaction product. The product is: [SH:4][CH2:5][CH2:6][CH2:7][CH2:8][CH2:9][CH2:10][CH2:11][CH2:12][CH:13]([CH:19]([CH2:25][CH2:26][CH2:27][CH2:28][CH2:29][CH2:30][CH2:31][CH2:32][SH:33])[CH2:20][CH2:21][OH:22])[CH2:14][CH2:15][OH:16]. (3) The product is: [CH3:25][C:22]1[CH:21]=[CH:20][C:19]([CH2:17][C:16]2[C:9]3[S:8][CH:12]=[CH:11][C:10]=3[CH:13]=[CH:14][CH:15]=2)=[CH:24][CH:23]=1. Given the reactants [I-].[Na+].Cl[Si](C)(C)C.[S:8]1[CH:12]=[CH:11][C:10]2[CH:13]=[CH:14][CH:15]=[C:16]([CH:17]([C:19]3[CH:24]=[CH:23][C:22]([CH3:25])=[CH:21][CH:20]=3)O)[C:9]1=2.O, predict the reaction product. (4) Given the reactants [C:1]([C:3]1[CH:4]=[C:5]([CH2:16][C:17]([OH:19])=O)[CH:6]=[CH:7][C:8]=1[C:9]1[CH:14]=[CH:13][N:12]=[C:11]([CH3:15])[CH:10]=1)#[N:2].[N:20]1[CH:25]=[CH:24][CH:23]=[C:22]([C:26]2[CH:27]=[CH:28][C:29]([NH2:32])=[N:30][CH:31]=2)[N:21]=1.C1(N=C=NC2CCCCC2)CCCCC1, predict the reaction product. The product is: [C:1]([C:3]1[CH:4]=[C:5]([CH2:16][C:17]([NH:32][C:29]2[CH:28]=[CH:27][C:26]([C:22]3[N:21]=[N:20][CH:25]=[CH:24][CH:23]=3)=[CH:31][N:30]=2)=[O:19])[CH:6]=[CH:7][C:8]=1[C:9]1[CH:14]=[CH:13][N:12]=[C:11]([CH3:15])[CH:10]=1)#[N:2]. (5) Given the reactants C(OCC)(=O)C.C(O)C.[C:10]([O:14][C:15]([NH:17][C@@H:18]([CH2:23][C:24]1[CH:29]=[CH:28][CH:27]=[CH:26][CH:25]=1)[C:19](=[O:22])[CH2:20][Cl:21])=[O:16])([CH3:13])([CH3:12])[CH3:11].[BH4-].[Na+], predict the reaction product. The product is: [C:10]([O:14][C:15]([NH:17][C@@H:18]([CH2:23][C:24]1[CH:25]=[CH:26][CH:27]=[CH:28][CH:29]=1)[C@H:19]([OH:22])[CH2:20][Cl:21])=[O:16])([CH3:13])([CH3:11])[CH3:12]. (6) Given the reactants Br[C:2]1[C:10]2[S:9][CH:8]=[N:7][C:6]=2[CH:5]=[CH:4][CH:3]=1.[F:11][C:12]1[CH:17]=[CH:16][C:15](B(O)O)=[CH:14][CH:13]=1, predict the reaction product. The product is: [F:11][C:12]1[CH:17]=[CH:16][C:15]([C:2]2[C:10]3[S:9][CH:8]=[N:7][C:6]=3[CH:5]=[CH:4][CH:3]=2)=[CH:14][CH:13]=1. (7) Given the reactants Br[C:2]1[CH:3]=[C:4]([CH:29]=[CH:30][CH:31]=1)[C:5]([NH:7][CH:8]([C:10]1[N:15]=[N:14][C:13]([NH:16][C:17]2[CH:22]=[C:21]([O:23][CH3:24])[C:20]([O:25][CH3:26])=[C:19]([O:27][CH3:28])[CH:18]=2)=[N:12][CH:11]=1)[CH3:9])=[O:6].NC(C1N=NC(N[C:42]2[CH:47]=[C:46]([O:48]C)[C:45](OC)=[C:44](OC)[CH:43]=2)=NC=1)C.O(C1C=C(C=CC=1)C(O)=O)C1C=CC=CC=1.C(N(C(C)C)CC)(C)C.F[P-](F)(F)(F)(F)F.N1(OC(N(C)C)=[N+](C)C)C2N=CC=CC=2N=N1, predict the reaction product. The product is: [O:48]([C:2]1[CH:3]=[C:4]([CH:29]=[CH:30][CH:31]=1)[C:5]([NH:7][CH:8]([C:10]1[N:15]=[N:14][C:13]([NH:16][C:17]2[CH:22]=[C:21]([O:23][CH3:24])[C:20]([O:25][CH3:26])=[C:19]([O:27][CH3:28])[CH:18]=2)=[N:12][CH:11]=1)[CH3:9])=[O:6])[C:46]1[CH:47]=[CH:42][CH:43]=[CH:44][CH:45]=1.